This data is from Reaction yield outcomes from USPTO patents with 853,638 reactions. The task is: Predict the reaction yield, written as a fraction of the theoretical maximum amount of product (1.0 means a 100% yield; for example, 0.34 means a 34% yield). The reactants are [NH2:1][C:2]1[CH:6]=[CH:5][S:4][C:3]=1[C:7]([O:9]C)=O.[NH2:11][C:12](N)=[O:13].[OH-].[Na+]. The catalyst is CN(C)C=O. The product is [NH:1]1[C:2]2[CH:6]=[CH:5][S:4][C:3]=2[C:7](=[O:9])[NH:11][C:12]1=[O:13]. The yield is 0.615.